From a dataset of Forward reaction prediction with 1.9M reactions from USPTO patents (1976-2016). Predict the product of the given reaction. (1) Given the reactants [N+:1]([C:4]1[CH:9]=[CH:8][C:7]([CH2:10][CH2:11][NH:12][CH2:13][CH2:14][N:15]2[CH2:20][CH2:19][N:18]([C:21]3[CH:26]=[CH:25][CH:24]=[CH:23][CH:22]=3)[CH2:17][CH2:16]2)=[CH:6][CH:5]=1)([O-:3])=[O:2].CCN(CC)CC.[C:34](Cl)(=[O:37])[CH2:35][CH3:36], predict the reaction product. The product is: [N+:1]([C:4]1[CH:9]=[CH:8][C:7]([CH2:10][CH2:11][N:12]([CH2:13][CH2:14][N:15]2[CH2:16][CH2:17][N:18]([C:21]3[CH:22]=[CH:23][CH:24]=[CH:25][CH:26]=3)[CH2:19][CH2:20]2)[C:34](=[O:37])[CH2:35][CH3:36])=[CH:6][CH:5]=1)([O-:3])=[O:2]. (2) Given the reactants [OH-].[K+].C(O)(=[O:5])C.C(O)(=O)C.IC1C=CC=CC=1.[CH3:18][C:19]1[CH:24]=[CH:23][N:22]=[C:21]([C:25](=[O:27])[CH3:26])[CH:20]=1, predict the reaction product. The product is: [OH:5][CH2:26][C:25]([C:21]1[CH:20]=[C:19]([CH3:18])[CH:24]=[CH:23][N:22]=1)=[O:27]. (3) Given the reactants Cl[CH2:2][CH2:3][S:4]([N:7]1[CH2:12][CH2:11][CH:10]([C:13]2[C:21]3[C:16](=[C:17]([C:28]([NH2:30])=[O:29])[CH:18]=[C:19]([C:22]4[CH:27]=[CH:26][CH:25]=[CH:24][CH:23]=4)[CH:20]=3)[NH:15][CH:14]=2)[CH2:9][CH2:8]1)(=[O:6])=[O:5].[CH3:31][NH:32][CH3:33].C([O-])([O-])=O.[K+].[K+].[Na+].[I-], predict the reaction product. The product is: [CH3:31][N:32]([CH3:33])[CH2:2][CH2:3][S:4]([N:7]1[CH2:12][CH2:11][CH:10]([C:13]2[C:21]3[C:16](=[C:17]([C:28]([NH2:30])=[O:29])[CH:18]=[C:19]([C:22]4[CH:27]=[CH:26][CH:25]=[CH:24][CH:23]=4)[CH:20]=3)[NH:15][CH:14]=2)[CH2:9][CH2:8]1)(=[O:6])=[O:5]. (4) Given the reactants CO[CH:3]=[C:4]([C:11]([O:13][CH3:14])=[O:12])[CH:5]=[CH:6][C:7]([O:9]C)=O.[NH2:15][C:16]1[S:17][CH:18]=[CH:19][N:20]=1, predict the reaction product. The product is: [O:9]=[C:7]1[N:15]([C:16]2[S:17][CH:18]=[CH:19][N:20]=2)[CH:3]=[C:4]([C:11]([O:13][CH3:14])=[O:12])[CH:5]=[CH:6]1.